Dataset: TCR-epitope binding with 47,182 pairs between 192 epitopes and 23,139 TCRs. Task: Binary Classification. Given a T-cell receptor sequence (or CDR3 region) and an epitope sequence, predict whether binding occurs between them. (1) The epitope is YIFFASFYY. The TCR CDR3 sequence is CASSSRRGEGGEEQYF. Result: 1 (the TCR binds to the epitope). (2) The TCR CDR3 sequence is CASSHRPGLNQETQYF. The epitope is SGPLKAEIAQRLED. Result: 0 (the TCR does not bind to the epitope). (3) The epitope is HSKKKCDEL. The TCR CDR3 sequence is CASSRRGRDDEKLFF. Result: 1 (the TCR binds to the epitope). (4) The epitope is ELAGIGILTV. The TCR CDR3 sequence is CASSFGLSSFRYQETQYF. Result: 1 (the TCR binds to the epitope).